Predict which catalyst facilitates the given reaction. From a dataset of Catalyst prediction with 721,799 reactions and 888 catalyst types from USPTO. (1) Reactant: [Si]([O:8][CH2:9][C:10]1[N:11]=[C:12]([C:15]2([OH:23])[CH2:20][CH2:19][C:18]([F:22])([F:21])[CH2:17][CH2:16]2)[S:13][CH:14]=1)(C(C)(C)C)(C)C.F.F.F.C(N(CC)CC)C. Product: [F:22][C:18]1([F:21])[CH2:17][CH2:16][C:15]([C:12]2[S:13][CH:14]=[C:10]([CH2:9][OH:8])[N:11]=2)([OH:23])[CH2:20][CH2:19]1. The catalyst class is: 49. (2) Reactant: [CH2:1]([NH:5][C:6]1[N:11]=[C:10]([NH:12][CH2:13][CH2:14][CH2:15][CH3:16])[N:9]=[C:8](Cl)[N:7]=1)[CH2:2][CH2:3][CH3:4].C(N(C(C)C)CC)(C)C.[CH2:27]([CH2:29][NH2:30])[OH:28]. Product: [CH2:1]([NH:5][C:6]1[N:11]=[C:10]([NH:12][CH2:13][CH2:14][CH2:15][CH3:16])[N:9]=[C:8]([NH:30][CH2:29][CH2:27][OH:28])[N:7]=1)[CH2:2][CH2:3][CH3:4]. The catalyst class is: 44. (3) Reactant: Cl[C:2]1[N:7]=[C:6]([Cl:8])[N:5]=[CH:4][N:3]=1.C(N(CC)C(C)C)(C)C.[F:18][C:19]1[CH:20]=[C:21]([CH:23]=[CH:24][C:25]=1[N:26]1[CH2:31][CH2:30][N:29]([CH:32]2[CH2:35][O:34][CH2:33]2)[CH2:28][CH2:27]1)[NH2:22]. Product: [Cl:8][C:6]1[N:5]=[CH:4][N:3]=[C:2]([NH:22][C:21]2[CH:23]=[CH:24][C:25]([N:26]3[CH2:27][CH2:28][N:29]([CH:32]4[CH2:33][O:34][CH2:35]4)[CH2:30][CH2:31]3)=[C:19]([F:18])[CH:20]=2)[N:7]=1. The catalyst class is: 9. (4) Reactant: [C:1]([N:8]1[CH2:13][CH2:12][N:11]([C:14]2[CH:20]=[CH:19][C:17]([O-:18])=[CH:16][CH:15]=2)[CH2:10][CH2:9]1)([O:3][C:4]([CH3:7])([CH3:6])[CH3:5])=[O:2].[Na+].Br[CH2:23][C:24]1[CH:33]=[CH:32][C:27]([C:28]([O:30][CH3:31])=[O:29])=[CH:26][CH:25]=1. Product: [C:1]([N:8]1[CH2:13][CH2:12][N:11]([C:14]2[CH:15]=[CH:16][C:17]([O:18][CH2:23][C:24]3[CH:33]=[CH:32][C:27]([C:28]([O:30][CH3:31])=[O:29])=[CH:26][CH:25]=3)=[CH:19][CH:20]=2)[CH2:10][CH2:9]1)([O:3][C:4]([CH3:7])([CH3:6])[CH3:5])=[O:2]. The catalyst class is: 21. (5) Reactant: [I:1][C:2]1[CH:7]=[CH:6][C:5]([O:8][C:9]([F:12])([F:11])[F:10])=[CH:4][C:3]=1[S:13][C:14]1[NH:15][C:16]2[C:21]([N:22]=1)=[C:20]([NH2:23])[N:19]=[CH:18][N:17]=2.[C:24]([O-])([O-])=O.[Cs+].[Cs+].Cl[CH2:31][CH2:32][C:33]#[CH:34]. Product: [I:1][C:2]1[CH:7]=[CH:6][C:5]([O:8][C:9]([F:11])([F:10])[F:12])=[CH:4][C:3]=1[S:13][C:14]1[N:15]([CH2:34][CH2:33][CH2:32][C:31]#[CH:24])[C:16]2[C:21]([N:22]=1)=[C:20]([NH2:23])[N:19]=[CH:18][N:17]=2. The catalyst class is: 3.